The task is: Predict the product of the given reaction.. This data is from Forward reaction prediction with 1.9M reactions from USPTO patents (1976-2016). (1) Given the reactants C(O[C:4]([C:6]1([CH2:12][CH2:13]OC)[CH2:11][CH2:10][NH:9][CH2:8][CH2:7]1)=[O:5])C.[S:16]1[CH:20]=[CH:19][CH:18]=[C:17]1[S:21](Cl)(=[O:23])=[O:22].[CH:25]([C:29]1[CH:34]=[CH:33][C:32]([NH2:35])=[CH:31][CH:30]=1)([CH2:27][CH3:28])[CH3:26], predict the reaction product. The product is: [CH:25]([C:29]1[CH:30]=[CH:31][C:32]([N:35]2[CH2:13][CH2:12][C:6]3([CH2:7][CH2:8][N:9]([S:21]([C:17]4[S:16][CH:20]=[CH:19][CH:18]=4)(=[O:23])=[O:22])[CH2:10][CH2:11]3)[C:4]2=[O:5])=[CH:33][CH:34]=1)([CH2:27][CH3:28])[CH3:26]. (2) Given the reactants [NH:1]([C:13]([O:15][CH2:16][C:17]1[CH:22]=[CH:21][CH:20]=[CH:19][CH:18]=1)=[O:14])[NH:2][C:3]([O:5][CH2:6][C:7]1[CH:12]=[CH:11][CH:10]=[CH:9][CH:8]=1)=[O:4].C(=O)([O-])[O-].[Cs+].[Cs+].Br[CH:30]([CH2:38][CH2:39]Br)[C:31]([O:33][C:34]([CH3:37])([CH3:36])[CH3:35])=[O:32], predict the reaction product. The product is: [N:1]1([C:13]([O:15][CH2:16][C:17]2[CH:22]=[CH:21][CH:20]=[CH:19][CH:18]=2)=[O:14])[CH2:39][CH2:38][CH:30]([C:31]([O:33][C:34]([CH3:37])([CH3:36])[CH3:35])=[O:32])[N:2]1[C:3]([O:5][CH2:6][C:7]1[CH:12]=[CH:11][CH:10]=[CH:9][CH:8]=1)=[O:4]. (3) Given the reactants [C:1]1([C:7]2[C:11]([C:12]([F:15])([F:14])[F:13])=[C:10]([C:16]3[S:17][C:18]4[C:28]5[C:23](=[CH:24][C:25]([CH:29]=[O:30])=[CH:26][CH:27]=5)[CH2:22][CH2:21][C:19]=4[N:20]=3)[O:9][N:8]=2)[CH:6]=[CH:5][CH:4]=[CH:3][CH:2]=1.C[Si]([C:35]#[N:36])(C)C.Cl, predict the reaction product. The product is: [OH:30][CH:29]([C:25]1[CH:24]=[C:23]2[C:28](=[CH:27][CH:26]=1)[C:18]1[S:17][C:16]([C:10]3[O:9][N:8]=[C:7]([C:1]4[CH:6]=[CH:5][CH:4]=[CH:3][CH:2]=4)[C:11]=3[C:12]([F:15])([F:14])[F:13])=[N:20][C:19]=1[CH2:21][CH2:22]2)[C:35]#[N:36].